The task is: Predict the product of the given reaction.. This data is from Forward reaction prediction with 1.9M reactions from USPTO patents (1976-2016). (1) Given the reactants [S:1]1[CH:5]=[CH:4][CH:3]=[C:2]1[N:6]1[CH2:11][CH2:10][CH:9]([C:12]([OH:14])=O)[CH2:8][CH2:7]1.BrC1SC=CC=1.[N:21]1[C:30]2[C:25](=[CH:26][CH:27]=[C:28]([NH2:31])[CH:29]=2)[CH:24]=[N:23][CH:22]=1, predict the reaction product. The product is: [N:21]1[C:30]2[C:25](=[CH:26][CH:27]=[C:28]([NH:31][C:12]([CH:9]3[CH2:8][CH2:7][N:6]([C:2]4[S:1][CH:5]=[CH:4][CH:3]=4)[CH2:11][CH2:10]3)=[O:14])[CH:29]=2)[CH:24]=[N:23][CH:22]=1. (2) Given the reactants [C:1]([O:4][CH2:5][C:6](=[CH2:8])[CH3:7])(=[O:3])[CH3:2].[Cl-].[Al+3].[Cl-].[Cl-].[CH:13]1[CH:18]=[CH:17][CH:16]=[CH:15][CH:14]=1, predict the reaction product. The product is: [C:1]([O:4][CH2:5][C:6]([C:13]1[CH:18]=[CH:17][CH:16]=[CH:15][CH:14]=1)([CH3:7])[CH3:8])(=[O:3])[CH3:2]. (3) Given the reactants [F:1][C:2]1[CH:33]=[CH:32][C:5]([CH2:6][NH:7][C:8]([C:10]2[S:18][C:17]3[N:12]([C:13](=[O:31])[N:14]([CH2:21][C:22]4[CH:30]=[CH:29][C:25]([C:26]([OH:28])=[O:27])=[CH:24][CH:23]=4)[C:15](=[O:20])[C:16]=3[CH3:19])[CH:11]=2)=[O:9])=[CH:4][CH:3]=1.[CH3:34][N:35]([CH2:37][CH2:38]O)[CH3:36], predict the reaction product. The product is: [CH3:34][N:35]([CH3:36])[CH2:37][CH2:38][O:27][C:26](=[O:28])[C:25]1[CH:24]=[CH:23][C:22]([CH2:21][N:14]2[C:15](=[O:20])[C:16]([CH3:19])=[C:17]3[S:18][C:10]([C:8](=[O:9])[NH:7][CH2:6][C:5]4[CH:4]=[CH:3][C:2]([F:1])=[CH:33][CH:32]=4)=[CH:11][N:12]3[C:13]2=[O:31])=[CH:30][CH:29]=1. (4) Given the reactants [CH3:1][C:2]([CH3:16])([CH2:7][CH2:8][CH2:9][CH2:10][CH2:11][CH2:12][CH2:13][CH2:14][CH3:15])[CH2:3][C:4](O)=[O:5].C(Cl)[Cl:18], predict the reaction product. The product is: [CH3:1][C:2]([CH3:16])([CH2:7][CH2:8][CH2:9][CH2:10][CH2:11][CH2:12][CH2:13][CH2:14][CH3:15])[CH2:3][C:4]([Cl:18])=[O:5].